This data is from Retrosynthesis with 50K atom-mapped reactions and 10 reaction types from USPTO. The task is: Predict the reactants needed to synthesize the given product. (1) Given the product CC(=O)Cc1ccc(OC2CCN(C(=O)OC(C)(C)C)CC2)cc1, predict the reactants needed to synthesize it. The reactants are: CC(=O)Cc1ccc(O)cc1.CC(C)(C)OC(=O)N1CCC(O)CC1. (2) Given the product CC(C)(C)OC(=O)N1CCC(C(=O)c2ccccc2F)CC1, predict the reactants needed to synthesize it. The reactants are: CON(C)C(=O)C1CCN(C(=O)OC(C)(C)C)CC1.Fc1ccccc1Br. (3) Given the product CN(C)CC(=O)c1c[nH]c2nccc(Oc3ccc(N)cc3F)c12, predict the reactants needed to synthesize it. The reactants are: CN(C)CC(=O)c1c[nH]c2nccc(Oc3ccc([N+](=O)[O-])cc3F)c12. (4) Given the product OC1CCCc2c(Oc3ccc(-c4c5cccc(C(F)(F)F)c5nn4Cc4ccc(Cl)cc4F)cc3)cccc21, predict the reactants needed to synthesize it. The reactants are: O=C1CCCc2c(Oc3ccc(-c4c5cccc(C(F)(F)F)c5nn4Cc4ccc(Cl)cc4F)cc3)cccc21. (5) Given the product COC(=O)CCCN1C(=O)N=C(NC2CCCCC2)C12CCN(Cc1ccc(CN)cc1)CC2, predict the reactants needed to synthesize it. The reactants are: COC(=O)CCCN1C(=O)N=C(NC2CCCCC2)C12CCN(Cc1ccc(C#N)cc1)CC2.